From a dataset of KCNQ2 potassium channel screen with 302,405 compounds. Binary Classification. Given a drug SMILES string, predict its activity (active/inactive) in a high-throughput screening assay against a specified biological target. (1) The compound is o1c(C(=O)Nc2nc(cc(n2)C)C)ccc1C. The result is 0 (inactive). (2) The drug is Brc1c(OC)cc(S(=O)(=O)N2CCN(CC2)C)c(OC)c1. The result is 0 (inactive). (3) The molecule is O(C(C(=O)Nc1cc2c(cc1)cccc2)C)C(=O)c1c2c(nc(c1)c1cccnc1)cccc2. The result is 0 (inactive). (4) The compound is S(=O)(=O)(Nc1ccc(S(=O)(=O)Nc2sccn2)cc1)c1cc([N+]([O-])=O)ccc1. The result is 0 (inactive). (5) The molecule is o1c(nc2c1cccc2)C(c1nc(N(CCC)CCC)nc(c1)C)C#N. The result is 0 (inactive). (6) The molecule is S(CCCC(=O)Nc1c(CC)cccc1CC)c1sc2c(n1)cccc2. The result is 0 (inactive).